Dataset: Catalyst prediction with 721,799 reactions and 888 catalyst types from USPTO. Task: Predict which catalyst facilitates the given reaction. (1) Product: [Cl:1][C:2]1[N:3]=[C:4]([C:9]2[CH:10]=[N:11][CH:12]=[CH:13][CH:14]=2)[S:5][C:6]=1[CH:7]([OH:8])[CH3:15]. Reactant: [Cl:1][C:2]1[N:3]=[C:4]([C:9]2[CH:10]=[N:11][CH:12]=[CH:13][CH:14]=2)[S:5][C:6]=1[CH:7]=[O:8].[CH3:15][Mg]Cl.O.CC(O)=O. The catalyst class is: 1. (2) Reactant: [C:1]1([S:7]([N:10]2[C:18]3[C:13](=[N:14][C:15]([Cl:20])=[C:16](Br)[CH:17]=3)[CH:12]=[CH:11]2)(=[O:9])=[O:8])[CH:6]=[CH:5][CH:4]=[CH:3][CH:2]=1.C(=O)([O-])[O-].[Na+].[Na+].[C:27]([C:29]1[CH:34]=[CH:33][C:32](B(O)O)=[CH:31][CH:30]=1)#[N:28]. Product: [C:1]1([S:7]([N:10]2[C:18]3[C:13](=[N:14][C:15]([Cl:20])=[C:16]([C:32]4[CH:33]=[CH:34][C:29]([C:27]#[N:28])=[CH:30][CH:31]=4)[CH:17]=3)[CH:12]=[CH:11]2)(=[O:9])=[O:8])[CH:6]=[CH:5][CH:4]=[CH:3][CH:2]=1. The catalyst class is: 75. (3) Reactant: [Br:1][C:2]1[CH:3]=[C:4]([F:16])[C:5]([O:11][CH2:12][CH:13]2[CH2:15][O:14]2)=[C:6](C(=O)C)[CH:7]=1.C1C=C(Cl)C=[C:19]([C:24]([O:26]O)=[O:25])C=1. Product: [C:24]([O:26][C:6]1[CH:7]=[C:2]([Br:1])[CH:3]=[C:4]([F:16])[C:5]=1[O:11][CH2:12][CH:13]1[CH2:15][O:14]1)(=[O:25])[CH3:19]. The catalyst class is: 2. (4) Reactant: [CH3:1][O:2][CH:3]([O:17][CH3:18])[CH2:4][C:5]1[CH:10]=[CH:9][CH:8]=[C:7]([N+:11]([O-])=O)[C:6]=1[N+:14]([O-])=O. Product: [CH3:18][O:17][CH:3]([O:2][CH3:1])[CH2:4][C:5]1[CH:10]=[CH:9][CH:8]=[C:7]([NH2:11])[C:6]=1[NH2:14]. The catalyst class is: 19. (5) Reactant: [C:1]([C:3]1[CH:32]=[CH:31][C:6]([CH2:7][NH:8][C:9](=[O:30])[CH:10]([C:14]2[C:19]([F:20])=[CH:18][C:17]([C:21]3[CH:26]=[CH:25][CH:24]=[CH:23][C:22]=3[CH:27]=[O:28])=[CH:16][C:15]=2[F:29])[O:11][CH2:12][CH3:13])=[CH:5][CH:4]=1)#[N:2].[BH4-].[Na+]. Product: [C:1]([C:3]1[CH:4]=[CH:5][C:6]([CH2:7][NH:8][C:9](=[O:30])[CH:10]([C:14]2[C:15]([F:29])=[CH:16][C:17]([C:21]3[CH:26]=[CH:25][CH:24]=[CH:23][C:22]=3[CH2:27][OH:28])=[CH:18][C:19]=2[F:20])[O:11][CH2:12][CH3:13])=[CH:31][CH:32]=1)#[N:2]. The catalyst class is: 14. (6) Reactant: [F:1][C:2]1[CH:28]=[CH:27][C:5]([CH2:6][N:7]2[C:19](=[O:20])[C:18]3[C:17]([O:21][CH2:22][O:23][CH3:24])=[C:16]4[C:11]([CH:12]=[CH:13][CH:14]=[N:15]4)=[C:10]([OH:25])[C:9]=3[C:8]2=[O:26])=[CH:4][CH:3]=1.[N+](=[CH2:31])=[N-]. Product: [F:1][C:2]1[CH:3]=[CH:4][C:5]([CH2:6][N:7]2[C:19](=[O:20])[C:18]3[C:17]([O:21][CH2:22][O:23][CH3:24])=[C:16]4[C:11]([CH:12]=[CH:13][CH:14]=[N:15]4)=[C:10]([O:25][CH3:31])[C:9]=3[C:8]2=[O:26])=[CH:27][CH:28]=1. The catalyst class is: 268. (7) Reactant: [NH2:1][C@@H:2]1[C:11]2[C:6](=[CH:7][CH:8]=[CH:9][CH:10]=2)[C@H:5]([OH:12])[CH2:4][CH2:3]1.[Na+].[I-].F[C:16]1[CH:17]=[CH:18][C:19]2[N:20]([C:22]([N:25]3[CH2:30][CH2:29][N:28]([CH2:31][CH2:32][O:33][Si:34]([CH:41]([CH3:43])[CH3:42])([CH:38]([CH3:40])[CH3:39])[CH:35]([CH3:37])[CH3:36])[CH2:27][CH2:26]3)=[N:23][N:24]=2)[CH:21]=1. Product: [CH:41]([Si:34]([CH:35]([CH3:37])[CH3:36])([CH:38]([CH3:40])[CH3:39])[O:33][CH2:32][CH2:31][N:28]1[CH2:27][CH2:26][N:25]([C:22]2[N:20]3[CH:21]=[C:16]([O:12][C@H:5]4[C:6]5[C:11](=[CH:10][CH:9]=[CH:8][CH:7]=5)[C@@H:2]([NH2:1])[CH2:3][CH2:4]4)[CH:17]=[CH:18][C:19]3=[N:24][N:23]=2)[CH2:30][CH2:29]1)([CH3:42])[CH3:43]. The catalyst class is: 18. (8) Reactant: [CH2:1]([O:8][C:9]([N:11]1[CH2:20][CH2:19][C:18]2[C:13](=[CH:14][CH:15]=[CH:16][CH:17]=2)[CH:12]1[C:21]1[CH:26]=[C:25]([Cl:27])[CH:24]=[CH:23][C:22]=1[OH:28])=[O:10])[C:2]1[CH:7]=[CH:6][CH:5]=[CH:4][CH:3]=1.Cl[CH2:30][C:31]#[N:32].C(=O)([O-])[O-].[K+].[K+]. Product: [CH2:1]([O:8][C:9]([N:11]1[CH2:20][CH2:19][C:18]2[C:13](=[CH:14][CH:15]=[CH:16][CH:17]=2)[CH:12]1[C:21]1[CH:26]=[C:25]([Cl:27])[CH:24]=[CH:23][C:22]=1[O:28][CH2:30][C:31]#[N:32])=[O:10])[C:2]1[CH:7]=[CH:6][CH:5]=[CH:4][CH:3]=1. The catalyst class is: 16. (9) The catalyst class is: 85. Product: [Br:1][C:2]1[CH:7]=[C:6]([C:8]([F:11])([F:10])[F:9])[CH:5]=[C:4]([Cl:12])[C:3]=1[C:14]#[N:15]. Reactant: [Br:1][C:2]1[CH:7]=[C:6]([C:8]([F:11])([F:10])[F:9])[CH:5]=[C:4]([Cl:12])[C:3]=1I.[C:14]([Cu])#[N:15]. (10) Reactant: Cl.[NH2:2][CH2:3][C@@H:4]([C:10]1[CH:15]=[CH:14][C:13]([Cl:16])=[CH:12][CH:11]=1)[CH2:5][C:6]([O:8][CH3:9])=[O:7].C(N(CC)CC)C.[F:24][C:25]([F:36])([F:35])[C:26](O[C:26](=[O:27])[C:25]([F:36])([F:35])[F:24])=[O:27].[N+:37]([O-])([OH:39])=[O:38]. Product: [Cl:16][C:13]1[CH:12]=[CH:11][C:10]([C@H:4]([CH2:3][NH:2][C:26](=[O:27])[C:25]([F:36])([F:35])[F:24])[CH2:5][C:6]([O:8][CH3:9])=[O:7])=[CH:15][C:14]=1[N+:37]([O-:39])=[O:38]. The catalyst class is: 4.